Dataset: Forward reaction prediction with 1.9M reactions from USPTO patents (1976-2016). Task: Predict the product of the given reaction. (1) Given the reactants [CH:1]1([NH:8][C:9]2[C:10]3[N:11]([CH:17]=[CH:18][CH:19]=3)[N:12]=[CH:13][C:14]=2[C:15]#[N:16])[CH2:7][CH2:6][CH2:5][CH2:4][CH2:3][CH2:2]1.[OH-:20].[NH4+].OO, predict the reaction product. The product is: [CH:1]1([NH:8][C:9]2[C:10]3[N:11]([CH:17]=[CH:18][CH:19]=3)[N:12]=[CH:13][C:14]=2[C:15]([NH2:16])=[O:20])[CH2:2][CH2:3][CH2:4][CH2:5][CH2:6][CH2:7]1. (2) The product is: [Cl:24][C:25]1[CH:30]=[C:29]([NH:31][CH:32]([CH3:34])[CH3:33])[C:28]([C:35]2[O:36][C:37]([S:40]([CH3:43])(=[O:42])=[O:41])=[N:38][N:39]=2)=[CH:27][N:26]=1.[Cl:24][C:25]1[N:26]=[CH:27][C:28]([C:35]2[O:36][C:37]([NH:10][CH:11]3[CH2:12][CH2:13][N:14]([C:17]([O:19][C:20]([CH3:23])([CH3:22])[CH3:21])=[O:18])[CH2:15][CH2:16]3)=[N:38][N:39]=2)=[C:29]([NH:31][CH:32]([CH3:34])[CH3:33])[CH:30]=1. Given the reactants N1(C([O-])=O)CCCCC1.[NH2:10][CH:11]1[CH2:16][CH2:15][N:14]([C:17]([O:19][C:20]([CH3:23])([CH3:22])[CH3:21])=[O:18])[CH2:13][CH2:12]1.[Cl:24][C:25]1[CH:30]=[C:29]([NH:31][CH:32]([CH3:34])[CH3:33])[C:28]([C:35]2[O:36][C:37]([S:40]([CH3:43])(=[O:42])=[O:41])=[N:38][N:39]=2)=[CH:27][N:26]=1, predict the reaction product. (3) Given the reactants [Br:1][C:2]1[C:3]([NH:15][CH:16]2[CH2:21][CH2:20][N:19]([CH3:22])[CH2:18][CH2:17]2)=[CH:4][C:5]([NH:8]C(=O)C(C)(C)C)=[N:6][CH:7]=1.Cl, predict the reaction product. The product is: [Br:1][C:2]1[C:3]([NH:15][CH:16]2[CH2:21][CH2:20][N:19]([CH3:22])[CH2:18][CH2:17]2)=[CH:4][C:5]([NH2:8])=[N:6][CH:7]=1. (4) The product is: [O:15]=[C:4]([CH2:17][C:18]1[CH:23]=[CH:22][CH:21]=[CH:20][CH:19]=1)[C@@H:5]([NH:7][C:8](=[O:14])[O:9][C:10]([CH3:11])([CH3:12])[CH3:13])[CH3:6]. Given the reactants CON(C)[C:4](=[O:15])[C@@H:5]([NH:7][C:8](=[O:14])[O:9][C:10]([CH3:13])([CH3:12])[CH3:11])[CH3:6].[CH2:17]([Mg]Cl)[C:18]1[CH:23]=[CH:22][CH:21]=[CH:20][CH:19]=1, predict the reaction product. (5) Given the reactants [Cl:1][C:2]1[CH:3]=[C:4]([CH:21]=[CH:22][C:23]=1[Cl:24])[CH2:5][N:6]1[CH2:11][CH2:10][N:9]([CH:12]2[CH2:17][CH2:16][CH2:15][CH2:14][CH:13]2[N+:18]([O-])=O)[CH2:8][CH2:7]1, predict the reaction product. The product is: [Cl:1][C:2]1[CH:3]=[C:4]([CH:21]=[CH:22][C:23]=1[Cl:24])[CH2:5][N:6]1[CH2:7][CH2:8][N:9]([CH:12]2[CH2:17][CH2:16][CH2:15][CH2:14][CH:13]2[NH2:18])[CH2:10][CH2:11]1. (6) Given the reactants Cl[CH2:2][C:3]1[N:12]([C:13]2[CH:18]=[CH:17][CH:16]=[CH:15][C:14]=2[Cl:19])[C:11](=[O:20])[C:10]2[C:5](=[CH:6][CH:7]=[CH:8][C:9]=2[CH3:21])[N:4]=1.[I:22][C:23]1[C:31]2[C:26](=[N:27][CH:28]=[N:29][C:30]=2[NH2:32])[NH:25][N:24]=1.C([O-])([O-])=O.[K+].[K+], predict the reaction product. The product is: [NH2:32][C:30]1[N:29]=[CH:28][N:27]=[C:26]2[N:25]([CH2:2][C:3]3[N:12]([C:13]4[CH:18]=[CH:17][CH:16]=[CH:15][C:14]=4[Cl:19])[C:11](=[O:20])[C:10]4[C:5](=[CH:6][CH:7]=[CH:8][C:9]=4[CH3:21])[N:4]=3)[N:24]=[C:23]([I:22])[C:31]=12. (7) Given the reactants [NH2:1][CH2:2][CH2:3][NH:4][C:5]([C:7]1[S:8][CH:9]=[CH:10][C:11]=1[NH:12][C:13]1[CH:18]=[CH:17][N:16]=[C:15]2[NH:19][CH:20]=[CH:21][C:14]=12)=[O:6].C(N(C(C)C)CC)(C)C.[C:31](Cl)(=[O:38])[C:32]1[CH:37]=[CH:36][CH:35]=[CH:34][CH:33]=1, predict the reaction product. The product is: [C:31]([NH:1][CH2:2][CH2:3][NH:4][C:5]([C:7]1[S:8][CH:9]=[CH:10][C:11]=1[NH:12][C:13]1[CH:18]=[CH:17][N:16]=[C:15]2[NH:19][CH:20]=[CH:21][C:14]=12)=[O:6])(=[O:38])[C:32]1[CH:37]=[CH:36][CH:35]=[CH:34][CH:33]=1.